This data is from Full USPTO retrosynthesis dataset with 1.9M reactions from patents (1976-2016). The task is: Predict the reactants needed to synthesize the given product. (1) Given the product [Cl:8][C:4]1[CH:5]=[N:6][CH:7]=[C:2]([O:14][CH2:13][C:12]2[CH:11]=[C:10]([F:9])[CH:17]=[C:16]([F:18])[CH:15]=2)[N:3]=1, predict the reactants needed to synthesize it. The reactants are: Cl[C:2]1[CH:7]=[N:6][CH:5]=[C:4]([Cl:8])[N:3]=1.[F:9][C:10]1[CH:11]=[C:12]([CH:15]=[C:16]([F:18])[CH:17]=1)[CH2:13][OH:14].[H-].[Na+]. (2) Given the product [CH3:42][C:28]1([CH3:43])[C:29]2[NH:30][C:31]3[C:36](=[CH:35][CH:34]=[C:33]([C:40]#[N:41])[CH:32]=3)[C:37]=2[C:38](=[O:39])[C:26]2[CH:25]=[CH:24][C:23]([CH:21]3[CH2:3][CH2:2][N:1]([CH:47]4[CH2:46][O:45][CH2:48]4)[CH2:6][CH2:5]3)=[CH:44][C:27]1=2, predict the reactants needed to synthesize it. The reactants are: [NH:1]1[CH2:6][CH2:5]O[CH2:3][CH2:2]1.C(O[BH-](OC(=O)C)OC(=O)C)(=O)C.[Na+].[CH:21]([C:23]1[CH:24]=[CH:25][C:26]2[C:38](=[O:39])[C:37]3[C:36]4[C:31](=[CH:32][C:33]([C:40]#[N:41])=[CH:34][CH:35]=4)[NH:30][C:29]=3[C:28]([CH3:43])([CH3:42])[C:27]=2[CH:44]=1)=O.[O:45]1[CH2:48][C:47](=O)[CH2:46]1. (3) Given the product [F:1][C:2]1[CH:7]=[CH:6][C:5]([C:8]2[N:12]=[N:11][N:10]([CH3:13])[C:9]=2[C:14]2[N:15]=[CH:16][N:17]([C:19]3[CH:27]=[CH:26][C:22]([C:23]([NH2:30])=[O:25])=[CH:21][CH:20]=3)[CH:18]=2)=[CH:4][CH:3]=1, predict the reactants needed to synthesize it. The reactants are: [F:1][C:2]1[CH:7]=[CH:6][C:5]([C:8]2[N:12]=[N:11][N:10]([CH3:13])[C:9]=2[C:14]2[N:15]=[CH:16][N:17]([C:19]3[CH:27]=[CH:26][C:22]([C:23]([OH:25])=O)=[CH:21][CH:20]=3)[CH:18]=2)=[CH:4][CH:3]=1.C1N=C[N:30](C(N2C=NC=C2)=O)C=1.[OH-].[NH4+]. (4) Given the product [CH3:22][O:21][C:15]1[CH:16]=[CH:17][C:18]([O:27][CH3:26])=[CH:19][C:14]=1[C:6]1[C:5]([C:3]([O:2][CH3:1])=[O:4])=[CH:10][C:9]([N+:11]([O-:13])=[O:12])=[CH:8][CH:7]=1, predict the reactants needed to synthesize it. The reactants are: [CH3:1][O:2][C:3]([C:5]1[C:6]([C:14]2[CH:19]=[C:18](F)[CH:17]=[CH:16][C:15]=2[O:21][CH3:22])=[CH:7][CH:8]=[C:9]([N+:11]([O-:13])=[O:12])[CH:10]=1)=[O:4].BrC1C=CC([N+]([O-])=O)=CC=1[C:26](OC)=[O:27].COC1C=CC(OC)=CC=1B(O)O. (5) Given the product [Br:1][C:2]1[CH:7]=[CH:6][C:5]([C:8]2[O:12][N:11]=[C:10]([CH3:13])[C:9]=2/[CH:14]=[N:20]/[S:17]([CH3:16])(=[O:19])=[O:18])=[CH:4][CH:3]=1, predict the reactants needed to synthesize it. The reactants are: [Br:1][C:2]1[CH:7]=[CH:6][C:5]([C:8]2[O:12][N:11]=[C:10]([CH3:13])[C:9]=2[CH:14]=O)=[CH:4][CH:3]=1.[CH3:16][S:17]([NH2:20])(=[O:19])=[O:18].C1(C)C=CC(S(O)(=O)=O)=CC=1. (6) Given the product [Cl:26][C:5]1[CH:6]=[C:7]([C:8]([NH:10][C@H:11]([C:13]2[CH:14]=[CH:15][C:16]([C:17]([OH:19])=[O:18])=[CH:24][CH:25]=2)[CH3:12])=[O:9])[C:2]([O:35][C:29]2[CH:30]=[C:31]([F:34])[CH:32]=[CH:33][C:28]=2[Cl:27])=[N:3][CH:4]=1, predict the reactants needed to synthesize it. The reactants are: Cl[C:2]1[C:7]([C:8]([NH:10][C@H:11]([C:13]2[CH:25]=[CH:24][C:16]([C:17]([O:19]C(C)(C)C)=[O:18])=[CH:15][CH:14]=2)[CH3:12])=[O:9])=[CH:6][C:5]([Cl:26])=[CH:4][N:3]=1.[Cl:27][C:28]1[CH:33]=[CH:32][C:31]([F:34])=[CH:30][C:29]=1[OH:35].